Regression. Given two drug SMILES strings and cell line genomic features, predict the synergy score measuring deviation from expected non-interaction effect. From a dataset of NCI-60 drug combinations with 297,098 pairs across 59 cell lines. (1) Drug 1: COC1=NC(=NC2=C1N=CN2C3C(C(C(O3)CO)O)O)N. Drug 2: C1=NNC2=C1C(=O)NC=N2. Cell line: MOLT-4. Synergy scores: CSS=54.4, Synergy_ZIP=-0.806, Synergy_Bliss=0.430, Synergy_Loewe=-7.30, Synergy_HSA=1.27. (2) Drug 1: CC1=C(C=C(C=C1)NC2=NC=CC(=N2)N(C)C3=CC4=NN(C(=C4C=C3)C)C)S(=O)(=O)N.Cl. Drug 2: CN1C(=O)N2C=NC(=C2N=N1)C(=O)N. Cell line: CCRF-CEM. Synergy scores: CSS=1.82, Synergy_ZIP=1.92, Synergy_Bliss=2.26, Synergy_Loewe=-6.25, Synergy_HSA=-4.17. (3) Drug 1: CCC1=CC2CC(C3=C(CN(C2)C1)C4=CC=CC=C4N3)(C5=C(C=C6C(=C5)C78CCN9C7C(C=CC9)(C(C(C8N6C)(C(=O)OC)O)OC(=O)C)CC)OC)C(=O)OC.C(C(C(=O)O)O)(C(=O)O)O. Drug 2: CCC1(CC2CC(C3=C(CCN(C2)C1)C4=CC=CC=C4N3)(C5=C(C=C6C(=C5)C78CCN9C7C(C=CC9)(C(C(C8N6C=O)(C(=O)OC)O)OC(=O)C)CC)OC)C(=O)OC)O.OS(=O)(=O)O. Cell line: OVCAR-8. Synergy scores: CSS=61.4, Synergy_ZIP=1.38, Synergy_Bliss=2.80, Synergy_Loewe=-0.893, Synergy_HSA=1.98. (4) Drug 1: CC1=C2C(C(=O)C3(C(CC4C(C3C(C(C2(C)C)(CC1OC(=O)C(C(C5=CC=CC=C5)NC(=O)C6=CC=CC=C6)O)O)OC(=O)C7=CC=CC=C7)(CO4)OC(=O)C)O)C)OC(=O)C. Drug 2: CCC1(C2=C(COC1=O)C(=O)N3CC4=CC5=C(C=CC(=C5CN(C)C)O)N=C4C3=C2)O.Cl. Cell line: EKVX. Synergy scores: CSS=11.0, Synergy_ZIP=-4.52, Synergy_Bliss=0.255, Synergy_Loewe=1.89, Synergy_HSA=1.65. (5) Drug 1: C1CN1C2=NC(=NC(=N2)N3CC3)N4CC4. Drug 2: CC1C(C(CC(O1)OC2CC(OC(C2O)C)OC3=CC4=CC5=C(C(=O)C(C(C5)C(C(=O)C(C(C)O)O)OC)OC6CC(C(C(O6)C)O)OC7CC(C(C(O7)C)O)OC8CC(C(C(O8)C)O)(C)O)C(=C4C(=C3C)O)O)O)O. Cell line: UACC62. Synergy scores: CSS=42.6, Synergy_ZIP=1.61, Synergy_Bliss=2.43, Synergy_Loewe=-9.59, Synergy_HSA=-0.402. (6) Drug 1: CC1C(C(CC(O1)OC2CC(CC3=C2C(=C4C(=C3O)C(=O)C5=C(C4=O)C(=CC=C5)OC)O)(C(=O)C)O)N)O.Cl. Drug 2: C1=CN(C(=O)N=C1N)C2C(C(C(O2)CO)O)O.Cl. Cell line: EKVX. Synergy scores: CSS=25.6, Synergy_ZIP=-7.59, Synergy_Bliss=0.867, Synergy_Loewe=1.50, Synergy_HSA=1.41. (7) Drug 1: CC1C(C(=O)NC(C(=O)N2CCCC2C(=O)N(CC(=O)N(C(C(=O)O1)C(C)C)C)C)C(C)C)NC(=O)C3=C4C(=C(C=C3)C)OC5=C(C(=O)C(=C(C5=N4)C(=O)NC6C(OC(=O)C(N(C(=O)CN(C(=O)C7CCCN7C(=O)C(NC6=O)C(C)C)C)C)C(C)C)C)N)C. Drug 2: C(CCl)NC(=O)N(CCCl)N=O. Cell line: NCI/ADR-RES. Synergy scores: CSS=-7.56, Synergy_ZIP=2.98, Synergy_Bliss=0.487, Synergy_Loewe=-4.69, Synergy_HSA=-5.78. (8) Drug 1: C1CCC(C1)C(CC#N)N2C=C(C=N2)C3=C4C=CNC4=NC=N3. Drug 2: C1=CN(C=N1)CC(O)(P(=O)(O)O)P(=O)(O)O. Cell line: CAKI-1. Synergy scores: CSS=10.5, Synergy_ZIP=-6.95, Synergy_Bliss=-6.09, Synergy_Loewe=-2.50, Synergy_HSA=-2.47. (9) Drug 1: C1CN1P(=S)(N2CC2)N3CC3. Drug 2: C1=CC=C(C=C1)NC(=O)CCCCCCC(=O)NO. Cell line: OVCAR-5. Synergy scores: CSS=17.1, Synergy_ZIP=-4.81, Synergy_Bliss=0.515, Synergy_Loewe=-9.68, Synergy_HSA=-3.36.